The task is: Predict which catalyst facilitates the given reaction.. This data is from Catalyst prediction with 721,799 reactions and 888 catalyst types from USPTO. (1) Reactant: Br[C:2]1[CH:7]=[C:6]([F:8])[CH:5]=[CH:4][C:3]=1[F:9].C([Mg]Cl)(C)C.[Cl:15][CH2:16][CH2:17][CH2:18][C:19](N(OC)C)=[O:20]. Product: [Cl:15][CH2:16][CH2:17][CH2:18][C:19]([C:2]1[CH:7]=[C:6]([F:8])[CH:5]=[CH:4][C:3]=1[F:9])=[O:20]. The catalyst class is: 1. (2) Reactant: [Cl:1][C:2]1[CH:3]=[C:4]2[C:9](=[CH:10][CH:11]=1)[CH:8]=[C:7]([S:12]([N:15]([CH3:31])[C@H:16]1[CH2:20][CH2:19][N:18]([C@@H:21]([CH3:29])[C:22]([O:24]C(C)(C)C)=[O:23])[C:17]1=[O:30])(=[O:14])=[O:13])[CH:6]=[CH:5]2.FC(F)(F)C(O)=O. Product: [Cl:1][C:2]1[CH:3]=[C:4]2[C:9](=[CH:10][CH:11]=1)[CH:8]=[C:7]([S:12]([N:15]([CH3:31])[C@H:16]1[CH2:20][CH2:19][N:18]([C@@H:21]([CH3:29])[C:22]([OH:24])=[O:23])[C:17]1=[O:30])(=[O:14])=[O:13])[CH:6]=[CH:5]2. The catalyst class is: 2. (3) Reactant: [C:1]([N:8]1[CH2:13][CH2:12][CH:11]([OH:14])[CH2:10][CH2:9]1)([O:3][C:4]([CH3:7])([CH3:6])[CH3:5])=[O:2].C(N(CC)CC)C.[CH3:22][S:23](Cl)(=[O:25])=[O:24].O. Product: [C:4]([O:3][C:1]([N:8]1[CH2:13][CH2:12][CH:11]([O:14][S:23]([CH3:22])(=[O:25])=[O:24])[CH2:10][CH2:9]1)=[O:2])([CH3:7])([CH3:6])[CH3:5]. The catalyst class is: 11. (4) Reactant: BrC1C=C(Cl)C=CC=1N1[C:13]2=[N:14][C:15]3[C:20](Cl)=[CH:19][CH:18]=[C:17]([CH:22]([CH2:25][CH3:26])[CH2:23][CH3:24])[C:16]=3[N:12]2CC1.C([Li])CCC.CN(C)C=[O:35]. Product: [CH2:23]([CH:22]([C:17]1[C:16]2[NH:12][C:13](=[O:35])[NH:14][C:15]=2[CH:20]=[CH:19][CH:18]=1)[CH2:25][CH3:26])[CH3:24]. The catalyst class is: 7. (5) Reactant: [N:1]1([C:6]2[N:11]=[C:10]([CH3:12])[CH:9]=[C:8]([CH:13]3[CH2:17][CH2:16][CH2:15][NH:14]3)[N:7]=2)[CH:5]=[CH:4][N:3]=[CH:2]1.[CH2:18]1[O:31][C:30]2[CH:29]=[CH:28][C:22]([CH2:23][CH2:24][N:25]=[C:26]=[O:27])=[CH:21][C:20]=2[O:19]1.C(N(CC)CC)C.C1COCC1. Product: [O:31]1[C:30]2[CH:29]=[CH:28][C:22]([CH2:23][CH2:24][NH:25][C:26]([N:14]3[CH2:15][CH2:16][CH2:17][CH:13]3[C:8]3[CH:9]=[C:10]([CH3:12])[N:11]=[C:6]([N:1]4[CH:5]=[CH:4][N:3]=[CH:2]4)[N:7]=3)=[O:27])=[CH:21][C:20]=2[O:19][CH2:18]1. The catalyst class is: 6. (6) Product: [Br:8][C:6]1[CH:5]=[CH:4][C:3]([N+:9]([O-:11])=[O:10])=[C:2]([NH:13][CH3:12])[CH:7]=1. The catalyst class is: 8. Reactant: Br[C:2]1[CH:7]=[C:6]([Br:8])[CH:5]=[CH:4][C:3]=1[N+:9]([O-:11])=[O:10].[CH3:12][NH2:13].O. (7) Reactant: [C:1]([O:5][C:6]([N:8]1[CH2:13][C@@H:12]([C:14](=[O:37])[NH:15][CH2:16][C:17]2([CH2:31][CH2:32][CH2:33][CH2:34][O:35][CH3:36])[C:30]3[CH:29]=[CH:28][CH:27]=[CH:26][C:25]=3[O:24][C:23]3[C:18]2=[CH:19][CH:20]=[CH:21][CH:22]=3)[CH2:11][C@@H:10]([C:38]([OH:40])=O)[CH2:9]1)=[O:7])([CH3:4])([CH3:3])[CH3:2].[CH3:41][NH:42][CH2:43][C:44]1[CH:45]=[N:46][CH:47]=[CH:48][CH:49]=1. Product: [C:1]([O:5][C:6]([N:8]1[CH2:9][C@H:10]([C:38](=[O:40])[N:42]([CH3:41])[CH2:43][C:44]2[CH:45]=[N:46][CH:47]=[CH:48][CH:49]=2)[CH2:11][C@H:12]([C:14](=[O:37])[NH:15][CH2:16][C:17]2([CH2:31][CH2:32][CH2:33][CH2:34][O:35][CH3:36])[C:30]3[CH:29]=[CH:28][CH:27]=[CH:26][C:25]=3[O:24][C:23]3[C:18]2=[CH:19][CH:20]=[CH:21][CH:22]=3)[CH2:13]1)=[O:7])([CH3:3])([CH3:2])[CH3:4]. The catalyst class is: 66. (8) Reactant: [CH2:1]([O:8][C:9]1[CH:37]=[CH:36][C:12]2[NH:13][C:14]([C:19]3[C:20](=[O:35])[N:21]([N:30]=[C:31]4[CH2:34][CH2:33][CH2:32]4)[C:22]4[C:27]([C:28]=3[OH:29])=[CH:26][CH:25]=[CH:24][CH:23]=4)=[N:15][S:16](=[O:18])(=[O:17])[C:11]=2[CH:10]=1)[C:2]1[CH:7]=[CH:6][CH:5]=[CH:4][CH:3]=1.CO.[BH4-].[Li+]. Product: [CH2:1]([O:8][C:9]1[CH:37]=[CH:36][C:12]2[NH:13][C:14]([C:19]3[C:20](=[O:35])[N:21]([NH:30][CH:31]4[CH2:32][CH2:33][CH2:34]4)[C:22]4[C:27]([C:28]=3[OH:29])=[CH:26][CH:25]=[CH:24][CH:23]=4)=[N:15][S:16](=[O:18])(=[O:17])[C:11]=2[CH:10]=1)[C:2]1[CH:7]=[CH:6][CH:5]=[CH:4][CH:3]=1. The catalyst class is: 632. (9) Reactant: [C:1]([Si:5]([CH3:44])([CH3:43])[O:6][C:7]1[CH:42]=[CH:41][C:10]2[N:11]([CH2:30][C:31]3[CH:36]=[CH:35][C:34]([O:37][CH2:38][CH2:39]Cl)=[CH:33][CH:32]=3)[CH2:12][CH:13]([C:16]3[CH:21]=[CH:20][CH:19]=[C:18]([O:22][Si:23]([C:26]([CH3:29])([CH3:28])[CH3:27])([CH3:25])[CH3:24])[CH:17]=3)[CH2:14][O:15][C:9]=2[CH:8]=1)([CH3:4])([CH3:3])[CH3:2].[I-].[K+].[NH:47]1[CH2:52][CH2:51][CH2:50][CH2:49][CH2:48]1.C(=O)(O)[O-].[Na+]. Product: [C:1]([Si:5]([CH3:44])([CH3:43])[O:6][C:7]1[CH:42]=[CH:41][C:10]2[N:11]([CH2:30][C:31]3[CH:36]=[CH:35][C:34]([O:37][CH2:38][CH2:39][N:47]4[CH2:52][CH2:51][CH2:50][CH2:49][CH2:48]4)=[CH:33][CH:32]=3)[CH2:12][CH:13]([C:16]3[CH:21]=[CH:20][CH:19]=[C:18]([O:22][Si:23]([C:26]([CH3:29])([CH3:28])[CH3:27])([CH3:25])[CH3:24])[CH:17]=3)[CH2:14][O:15][C:9]=2[CH:8]=1)([CH3:4])([CH3:3])[CH3:2]. The catalyst class is: 3.